Task: Binary Classification. Given a T-cell receptor sequence (or CDR3 region) and an epitope sequence, predict whether binding occurs between them.. Dataset: TCR-epitope binding with 47,182 pairs between 192 epitopes and 23,139 TCRs (1) Result: 0 (the TCR does not bind to the epitope). The TCR CDR3 sequence is CASSFDGGTEAFF. The epitope is PROT_97E67BCC. (2) The epitope is SSTFNVPMEKLK. The TCR CDR3 sequence is CASSVTGEQYF. Result: 1 (the TCR binds to the epitope).